Predict which catalyst facilitates the given reaction. From a dataset of Catalyst prediction with 721,799 reactions and 888 catalyst types from USPTO. (1) Reactant: N([C:8]([O:10][CH2:11][CH3:12])=O)=N[C:8]([O:10][CH2:11][CH3:12])=O.C1C=CC(P(C2C=CC=CC=2)C2C=CC=CC=2)=CC=1.OC1[CH:41]=[CH:40][N:39]=[C:38]2[C:34]=1[CH:35]=[CH:36][NH:37]2.C(O)C. Product: [CH2:11]([O:10][C:8]1[CH:41]=[CH:40][N:39]=[C:38]2[NH:37][CH:36]=[CH:35][C:34]=12)[CH3:12]. The catalyst class is: 1. (2) Product: [Br:1][C:2]1[CH:3]=[CH:4][C:5]([N:8]2[C:9]3[CH:14]=[CH:13][CH:12]=[CH:11][C:10]=3[N:15]=[C:17]2[NH2:16])=[N:6][CH:7]=1. Reactant: [Br:1][C:2]1[CH:3]=[CH:4][C:5]([NH:8][C:9]2[C:10]([NH2:15])=[CH:11][CH:12]=[CH:13][CH:14]=2)=[N:6][CH:7]=1.[N:16]#[C:17]Br. The catalyst class is: 47. (3) Reactant: O=[C:2]([C:6]1[C:10]2[CH:11]=[N:12][CH:13]=[CH:14][C:9]=2[NH:8][CH:7]=1)[C:3]([NH2:5])=O.[H-].[Al+3].[Li+].[H-].[H-].[H-]. Product: [NH:8]1[C:9]2[CH:14]=[CH:13][N:12]=[CH:11][C:10]=2[C:6]([CH2:2][CH2:3][NH2:5])=[CH:7]1. The catalyst class is: 28. (4) Reactant: [CH3:1]C([O-])(C)C.[K+].[Cl:7][C:8]1[CH:9]=[C:10]([CH:15]=[CH:16][C:17]#[N:18])[CH:11]=[C:12]([Cl:14])[CH:13]=1.CC1C=CC(S([CH2:29][N+:30]#[C-])(=O)=O)=CC=1. Product: [Cl:7][C:8]1[CH:9]=[C:10]([C:15]2[C:16]([C:29]#[N:30])=[CH:17][NH:18][CH:1]=2)[CH:11]=[C:12]([Cl:14])[CH:13]=1. The catalyst class is: 1. (5) Reactant: [CH3:1][N:2]1[CH:6]=[CH:5][C:4]([CH:7]=O)=[N:3]1.[CH2:9]([NH2:11])[CH3:10]. Product: [CH2:9]([NH:11][CH2:7][C:4]1[CH:5]=[CH:6][N:2]([CH3:1])[N:3]=1)[CH3:10]. The catalyst class is: 1. (6) Reactant: [NH2:1][C:2]1[CH:10]=[C:9]([Cl:11])[C:8]([Br:12])=[CH:7][C:3]=1[C:4](O)=[O:5].[BH4-]. Product: [NH2:1][C:2]1[CH:10]=[C:9]([Cl:11])[C:8]([Br:12])=[CH:7][C:3]=1[CH2:4][OH:5]. The catalyst class is: 1.